From a dataset of Forward reaction prediction with 1.9M reactions from USPTO patents (1976-2016). Predict the product of the given reaction. (1) Given the reactants [F:1][C:2]1[CH:7]=[CH:6][C:5]([O:8][CH2:9][CH:10]2[CH2:14][CH2:13][CH2:12][O:11]2)=[CH:4][C:3]=1B1OC(C)(C)C(C)(C)O1.[NH2:24][C:25]1[C:26]2[C:33](I)=[CH:32][N:31]([C@@H:35]3[CH2:38][C@H:37]([CH2:39][N:40]4[CH2:45][CH2:44][N:43]([CH3:46])[C:42](=[O:47])[CH2:41]4)[CH2:36]3)[C:27]=2[N:28]=[CH:29][N:30]=1.C([O-])([O-])=O.[Na+].[Na+].C1COCC1, predict the reaction product. The product is: [NH2:24][C:25]1[C:26]2[C:33]([C:3]3[CH:4]=[C:5]([O:8][CH2:9][CH:10]4[CH2:14][CH2:13][CH2:12][O:11]4)[CH:6]=[CH:7][C:2]=3[F:1])=[CH:32][N:31]([C@@H:35]3[CH2:38][C@H:37]([CH2:39][N:40]4[CH2:45][CH2:44][N:43]([CH3:46])[C:42](=[O:47])[CH2:41]4)[CH2:36]3)[C:27]=2[N:28]=[CH:29][N:30]=1. (2) Given the reactants [F:8][C:7]([F:10])([F:9])[C:6](O[C:6](=[O:11])[C:7]([F:10])([F:9])[F:8])=[O:11].[NH2:14][CH2:15][CH2:16][CH2:17][C:18]1[C:19]([C:30]2[CH:35]=[CH:34][N:33]=[CH:32][CH:31]=2)=[C:20]([C:23]2[CH:28]=[CH:27][C:26]([F:29])=[CH:25][CH:24]=2)[NH:21][CH:22]=1.C(=O)([O-])O.[Na+], predict the reaction product. The product is: [F:29][C:26]1[CH:25]=[CH:24][C:23]([C:20]2[NH:21][CH:22]=[C:18]([CH2:17][CH2:16][CH2:15][NH:14][C:6](=[O:11])[C:7]([F:8])([F:9])[F:10])[C:19]=2[C:30]2[CH:35]=[CH:34][N:33]=[CH:32][CH:31]=2)=[CH:28][CH:27]=1. (3) The product is: [CH3:16][O:17][C:18](=[O:25])[CH:19]([N:10]1[C:11]2[C:7](=[CH:6][C:5]([O:4][CH3:3])=[CH:13][CH:12]=2)[C:8](=[O:15])[C:9]1=[O:14])[CH2:20][CH:21]([CH3:23])[CH3:22]. Given the reactants [H-].[Na+].[CH3:3][O:4][C:5]1[CH:6]=[C:7]2[C:11](=[CH:12][CH:13]=1)[NH:10][C:9](=[O:14])[C:8]2=[O:15].[CH3:16][O:17][C:18](=[O:25])[CH:19](Br)[CH2:20][CH:21]([CH3:23])[CH3:22], predict the reaction product.